Task: Predict the reactants needed to synthesize the given product.. Dataset: Full USPTO retrosynthesis dataset with 1.9M reactions from patents (1976-2016) (1) Given the product [CH2:29]([N:19]([CH2:18][CH2:17][CH2:16][N:8]([CH2:7][C:4]1[CH:3]=[CH:2][CH:1]=[CH:6][CH:5]=1)[CH2:54][C:51]1[CH:50]=[CH:49][N:48]=[CH:53][CH:52]=1)[C:20](=[O:21])[O:22][CH2:23][C:24]1[S:28][CH:27]=[N:26][CH:25]=1)[C:30]1[CH:35]=[CH:34][CH:33]=[CH:32][CH:31]=1, predict the reactants needed to synthesize it. The reactants are: [C:1]1(C2C=CC=CC=2)[CH:6]=[CH:5][C:4]([CH2:7][N:8]([CH2:16][CH2:17][CH2:18][N:19]([CH2:29][C:30]2[CH:35]=[CH:34][C:33](C3C=CC=CC=3)=[CH:32][CH:31]=2)[C:20]([O:22][CH2:23][C:24]2[S:28][CH:27]=[N:26][CH:25]=2)=[O:21])C(=O)OC(C)(C)C)=[CH:3][CH:2]=1.[N:48]1[CH:53]=[CH:52][C:51]([CH:54]=O)=[CH:50][CH:49]=1.C(O[BH-](OC(=O)C)OC(=O)C)(=O)C.[Na+].C(O)(=O)C.C([O-])(O)=O.[Na+]. (2) Given the product [ClH:41].[C:23]1([C:2]2[N:6]3[N:7]=[C:8]([N:11]4[CH2:16][CH2:15][N:14]([C:17](=[O:22])[S:18][CH:19]([CH3:21])[CH3:20])[CH2:13][CH2:12]4)[CH:9]=[CH:10][C:5]3=[N:4][CH:3]=2)[CH:28]=[CH:27][CH:26]=[CH:25][CH:24]=1, predict the reactants needed to synthesize it. The reactants are: Br[C:2]1[N:6]2[N:7]=[C:8]([N:11]3[CH2:16][CH2:15][N:14]([C:17](=[O:22])[S:18][CH:19]([CH3:21])[CH3:20])[CH2:13][CH2:12]3)[CH:9]=[CH:10][C:5]2=[N:4][CH:3]=1.[C:23]1(B(O)O)[CH:28]=[CH:27][CH:26]=[CH:25][CH:24]=1.O.[O-]P([O-])([O-])=O.[K+].[K+].[K+].[Cl:41]CCl.N#N. (3) Given the product [Cl:1][C:2]1[N:3]=[C:4]([NH:23][CH2:22][CH2:21][CH2:20][OH:19])[C:5]2[CH2:10][CH2:9][CH:8]([C:11]3[CH:16]=[CH:15][C:14]([F:17])=[CH:13][CH:12]=3)[C:6]=2[N:7]=1, predict the reactants needed to synthesize it. The reactants are: [Cl:1][C:2]1[N:3]=[C:4](Cl)[C:5]2[CH2:10][CH2:9][CH:8]([C:11]3[CH:16]=[CH:15][C:14]([F:17])=[CH:13][CH:12]=3)[C:6]=2[N:7]=1.[OH:19][CH2:20][CH2:21][CH2:22][NH2:23]. (4) Given the product [Br:20][C:9]1[C:10]([CH3:19])=[N:11][N:12]([CH:13]2[CH2:14][CH2:15][S:16][CH2:17][CH2:18]2)[C:8]=1[C:5]1[CH:6]=[CH:7][C:2]([F:1])=[CH:3][CH:4]=1, predict the reactants needed to synthesize it. The reactants are: [F:1][C:2]1[CH:7]=[CH:6][C:5]([C:8]2[N:12]([CH:13]3[CH2:18][CH2:17][S:16][CH2:15][CH2:14]3)[N:11]=[C:10]([CH3:19])[CH:9]=2)=[CH:4][CH:3]=1.[Br:20]N1C(=O)CCC1=O. (5) Given the product [Si:1]([O:8][CH2:9][CH2:10][CH2:11][N:12]1[CH2:16][CH2:15][N:14]([CH2:24][CH2:23][CH:22]([O:26][CH3:27])[O:21][CH3:20])[C:13]1=[O:17])([C:4]([CH3:7])([CH3:5])[CH3:6])([CH3:3])[CH3:2], predict the reactants needed to synthesize it. The reactants are: [Si:1]([O:8][CH2:9][CH2:10][CH2:11][N:12]1[CH2:16][CH2:15][NH:14][C:13]1=[O:17])([C:4]([CH3:7])([CH3:6])[CH3:5])([CH3:3])[CH3:2].[H-].[Na+].[CH3:20][O:21][CH:22]([O:26][CH3:27])[CH2:23][CH2:24]Br. (6) Given the product [C:30]1([C@H:27]([NH:26][C:25]([C:18]2[CH:17]=[C:16]([C:14]([NH:13][C@@H:10]([C:6]3[CH:5]=[C:4]([CH:9]=[CH:8][CH:7]=3)[C:3]([OH:37])=[O:2])[CH2:11][CH3:12])=[O:15])[N:24]3[CH2:23][CH2:22][O:21][CH2:20][C:19]=23)=[O:36])[CH2:28][CH3:29])[CH:31]=[CH:32][CH:33]=[CH:34][CH:35]=1, predict the reactants needed to synthesize it. The reactants are: C[O:2][C:3](=[O:37])[C:4]1[CH:9]=[CH:8][CH:7]=[C:6]([C@H:10]([NH:13][C:14]([C:16]2[N:24]3[C:19]([CH2:20][O:21][CH2:22][CH2:23]3)=[C:18]([C:25](=[O:36])[NH:26][C@@H:27]([C:30]3[CH:35]=[CH:34][CH:33]=[CH:32][CH:31]=3)[CH2:28][CH3:29])[CH:17]=2)=[O:15])[CH2:11][CH3:12])[CH:5]=1.COC(=O)C1C=CC=C([C@H](N)CC)C=1.[OH-].[Na+]. (7) Given the product [F:32][C:33]1[CH:40]=[CH:39][C:36]([CH2:37][NH:38][C:4](=[O:6])[C:3]2[CH:7]=[CH:8][CH:9]=[N:10][C:2]=2[NH2:1])=[CH:35][CH:34]=1, predict the reactants needed to synthesize it. The reactants are: [NH2:1][C:2]1[N:10]=[CH:9][CH:8]=[CH:7][C:3]=1[C:4]([OH:6])=O.ON1C2C=CC=CC=2N=N1.CCN=C=NCCCN(C)C.[F:32][C:33]1[CH:40]=[CH:39][C:36]([CH2:37][NH2:38])=[CH:35][CH:34]=1. (8) The reactants are: [NH2:1][C:2]1[CH:7]=[C:6]([CH3:8])[C:5]([CH3:9])=[CH:4][C:3]=1[NH:10][CH2:11][CH2:12][CH2:13][CH2:14][CH2:15][C:16]([CH3:23])([CH3:22])[C:17]([O:19][CH2:20][CH3:21])=[O:18].B(O)(O)O.O.[NH:29]1[C:37](=[O:38])[C:35](=O)[C:33](=O)[NH:32][C:30]1=[O:31]. Given the product [CH3:8][C:6]1[C:5]([CH3:9])=[CH:4][C:3]2[N:10]([CH2:11][CH2:12][CH2:13][CH2:14][CH2:15][C:16]([CH3:22])([CH3:23])[C:17]([O:19][CH2:20][CH3:21])=[O:18])[C:33]3[C:35]([C:37](=[O:38])[NH:29][C:30](=[O:31])[N:32]=3)=[N:1][C:2]=2[CH:7]=1, predict the reactants needed to synthesize it. (9) Given the product [F:9][C:8]([F:11])([F:10])[C:4]1[CH:5]=[CH:6][CH:7]=[C:2]([CH:14]=[CH2:15])[N:3]=1, predict the reactants needed to synthesize it. The reactants are: Cl[C:2]1[CH:7]=[CH:6][CH:5]=[C:4]([C:8]([F:11])([F:10])[F:9])[N:3]=1.B1(C=C)O[C:15](C)(C)[C:14](C)(C)O1.O.O.O.O.O.O.O.O.O.O.O.O.[O-]P([O-])([O-])=O.[Na+].[Na+].[Na+].